Dataset: Peptide-MHC class I binding affinity with 185,985 pairs from IEDB/IMGT. Task: Regression. Given a peptide amino acid sequence and an MHC pseudo amino acid sequence, predict their binding affinity value. This is MHC class I binding data. (1) The peptide sequence is SRARIKTRL. The MHC is HLA-A68:02 with pseudo-sequence HLA-A68:02. The binding affinity (normalized) is 0.0847. (2) The peptide sequence is EVFCVQPEK. The binding affinity (normalized) is 0.502. The MHC is HLA-A11:01 with pseudo-sequence HLA-A11:01. (3) The peptide sequence is GPPPPPPPGLA. The MHC is Mamu-A01 with pseudo-sequence Mamu-A01. The binding affinity (normalized) is 0. (4) The peptide sequence is RLVDSIVSW. The MHC is HLA-B58:01 with pseudo-sequence HLA-B58:01. The binding affinity (normalized) is 0.639.